From a dataset of Full USPTO retrosynthesis dataset with 1.9M reactions from patents (1976-2016). Predict the reactants needed to synthesize the given product. (1) Given the product [Cl:10][C:9]1([Cl:12])[CH2:1][CH:2]1[C:3]1[CH:8]=[CH:7][CH:6]=[CH:5][CH:4]=1, predict the reactants needed to synthesize it. The reactants are: [CH2:1]=[CH:2][C:3]1[CH:8]=[CH:7][CH:6]=[CH:5][CH:4]=1.[CH:9]([Cl:12])(Cl)[Cl:10].C(Cl)Cl.[OH-].[Na+]. (2) Given the product [NH2:2][CH2:1][CH2:3][CH:4]([C:12]1[CH:13]=[C:14]([CH:19]=[CH:20][CH:21]=1)[C:15]([NH:17][CH3:18])=[O:16])[C:5]1[CH:6]=[CH:7][C:8]([F:11])=[CH:9][CH:10]=1, predict the reactants needed to synthesize it. The reactants are: [C:1]([CH2:3][CH:4]([C:12]1[CH:13]=[C:14]([CH:19]=[CH:20][CH:21]=1)[C:15]([NH:17][CH3:18])=[O:16])[C:5]1[CH:10]=[CH:9][C:8]([F:11])=[CH:7][CH:6]=1)#[N:2].[H-].[H-].[H-].[H-].[Li+].[Al+3]. (3) Given the product [F:1][C:2]1[C:15]([F:16])=[C:14]([F:17])[CH:13]=[CH:12][C:3]=1[NH:4][CH:5]([CH3:11])[C:6]([OH:8])=[O:7], predict the reactants needed to synthesize it. The reactants are: [F:1][C:2]1[C:15]([F:16])=[C:14]([F:17])[CH:13]=[CH:12][C:3]=1[NH:4][CH:5]([CH3:11])[C:6]([O:8]CC)=[O:7].[OH-].[Na+]. (4) Given the product [I:1][C:2]1[N:16]([CH2:9][C:10]2[CH:15]=[CH:14][CH:13]=[CH:12][CH:11]=2)[N:17]=[N:18][C:3]=1[C:4]1[CH:8]=[CH:7][S:6][CH:5]=1, predict the reactants needed to synthesize it. The reactants are: [I:1][C:2]#[C:3][C:4]1[CH:8]=[CH:7][S:6][CH:5]=1.[CH2:9]([N:16]=[N+:17]=[N-:18])[C:10]1[CH:15]=[CH:14][CH:13]=[CH:12][CH:11]=1.